This data is from CYP2C19 inhibition data for predicting drug metabolism from PubChem BioAssay. The task is: Regression/Classification. Given a drug SMILES string, predict its absorption, distribution, metabolism, or excretion properties. Task type varies by dataset: regression for continuous measurements (e.g., permeability, clearance, half-life) or binary classification for categorical outcomes (e.g., BBB penetration, CYP inhibition). Dataset: cyp2c19_veith. (1) The compound is Cc1ccccc1-c1cc(N2CCNCC2)ncn1. The result is 0 (non-inhibitor). (2) The drug is CCNc1ncc2nc(-c3cccs3)c(=O)n(-c3ccccc3)c2n1. The result is 0 (non-inhibitor). (3) The molecule is COc1ccc(COC(=O)N/N=C2/C[C@@H](O)[C@@H](O)[C@@H]3[C@@H]4C(=O)N(C(C)(C)C)C(=O)[C@H]4CC[C@@H]23)cc1. The result is 0 (non-inhibitor). (4) The compound is Cc1ccc(NC(=S)/C(=C(\[O-])c2ccc(C)c([N+](=O)[O-])c2)[n+]2ccccc2)cc1C. The result is 1 (inhibitor).